Dataset: Full USPTO retrosynthesis dataset with 1.9M reactions from patents (1976-2016). Task: Predict the reactants needed to synthesize the given product. (1) Given the product [C:28]1([S:25]([N:20]2[CH:21]=[CH:22][C:23]3[C:19]2=[N:18][CH:17]=[C:16]2[C:24]=3[N:13]([C@H:10]3[CH2:11][CH2:12][C@H:8]([NH2:7])[CH2:9]3)[N:14]=[N:15]2)(=[O:26])=[O:27])[CH:33]=[CH:32][CH:31]=[CH:30][CH:29]=1, predict the reactants needed to synthesize it. The reactants are: C(OC(=O)[NH:7][C@H:8]1[CH2:12][CH2:11][C@H:10]([N:13]2[C:24]3[C:16](=[CH:17][N:18]=[C:19]4[C:23]=3[CH:22]=[CH:21][N:20]4[S:25]([C:28]3[CH:33]=[CH:32][CH:31]=[CH:30][CH:29]=3)(=[O:27])=[O:26])[N:15]=[N:14]2)[CH2:9]1)(C)(C)C.FC(F)(F)C(O)=O. (2) Given the product [CH2:2]([O:6][C:7]1[CH:12]=[C:11]([CH2:13][CH2:14][C:15]([O:17][CH3:18])=[O:16])[CH:10]=[CH:9][C:8]=1[C:19]1[CH:24]=[CH:23][CH:22]=[C:21]([N:25]([CH3:34])[C:26]([NH:28][CH2:29][CH2:30][CH2:31][CH2:32][CH3:33])=[O:27])[CH:20]=1)[CH2:3][CH2:4][CH3:5], predict the reactants needed to synthesize it. The reactants are: I[CH2:2][CH2:3][CH2:4][CH3:5].[OH:6][C:7]1[CH:12]=[C:11]([CH2:13][CH2:14][C:15]([O:17][CH3:18])=[O:16])[CH:10]=[CH:9][C:8]=1[C:19]1[CH:24]=[CH:23][CH:22]=[C:21]([N:25]([CH3:34])[C:26]([NH:28][CH2:29][CH2:30][CH2:31][CH2:32][CH3:33])=[O:27])[CH:20]=1.C(=O)([O-])[O-].[K+].[K+]. (3) The reactants are: [CH2:1]([C:3]1[C:11]2[C:6](=[CH:7][CH:8]=[C:9]([C:12]3[CH:13]=[N:14][N:15]([CH3:17])[CH:16]=3)[CH:10]=2)[NH:5][CH:4]=1)[CH3:2].[BH3-]C#N.[Na+]. Given the product [CH2:1]([CH:3]1[C:11]2[C:6](=[CH:7][CH:8]=[C:9]([C:12]3[CH:13]=[N:14][N:15]([CH3:17])[CH:16]=3)[CH:10]=2)[NH:5][CH2:4]1)[CH3:2], predict the reactants needed to synthesize it. (4) Given the product [CH2:16]([O:15][C:12]1[CH:13]=[CH:14][C:9]([OH:8])=[C:10]([F:18])[CH:11]=1)[CH3:17], predict the reactants needed to synthesize it. The reactants are: C([O:8][C:9]1[CH:14]=[CH:13][C:12]([O:15][CH2:16][CH3:17])=[CH:11][C:10]=1[F:18])C1C=CC=CC=1. (5) Given the product [CH3:14][N:15]1[CH:19]=[C:18]([C:2]2[CH:7]=[C:6]([NH:8][CH:23]=[O:24])[CH:5]=[C:4]([N+:11]([O-:13])=[O:12])[CH:3]=2)[CH:17]=[N:16]1, predict the reactants needed to synthesize it. The reactants are: Br[C:2]1[CH:3]=[C:4]([N+:11]([O-:13])=[O:12])[CH:5]=[C:6]([N+:8]([O-])=O)[CH:7]=1.[CH3:14][N:15]1[CH:19]=[C:18](B(O)O)[CH:17]=[N:16]1.[C:23]([O-])([O-])=[O:24].[Na+].[Na+].